Dataset: Catalyst prediction with 721,799 reactions and 888 catalyst types from USPTO. Task: Predict which catalyst facilitates the given reaction. Reactant: C([Li])(C)(C)C.Br[C:7]1[CH:12]=[CH:11][N:10]=[C:9]([C:13]([F:16])([F:15])[F:14])[CH:8]=1.[Cl:17][C:18]1[CH:19]=[C:20]([F:42])[C:21]([C:40]#[N:41])=[C:22]([C:24]([C:32]2[CH:37]=[CH:36][CH:35]=[C:34]([O:38][CH3:39])[CH:33]=2)=[N:25]S(C(C)(C)C)=O)[CH:23]=1.Cl.CO. The catalyst class is: 1. Product: [Cl:17][C:18]1[CH:23]=[C:22]2[C:21]([C:40]([NH2:41])=[N:25][C:24]2([C:32]2[CH:37]=[CH:36][CH:35]=[C:34]([O:38][CH3:39])[CH:33]=2)[C:7]2[CH:12]=[CH:11][N:10]=[C:9]([C:13]([F:16])([F:15])[F:14])[CH:8]=2)=[C:20]([F:42])[CH:19]=1.